From a dataset of Full USPTO retrosynthesis dataset with 1.9M reactions from patents (1976-2016). Predict the reactants needed to synthesize the given product. (1) Given the product [CH3:15][O:16][C:17]([C:19]1[C:27]2[O:26][C:25]([NH:28][C:12]([C:4]3[N:3]=[CH:2][C:11]4[C:6]([CH:5]=3)=[CH:7][CH:8]=[CH:9][CH:10]=4)=[O:14])=[N:24][C:23]=2[CH:22]=[CH:21][CH:20]=1)=[O:18], predict the reactants needed to synthesize it. The reactants are: O.[CH:2]1[C:11]2[C:6](=[CH:7][CH:8]=[CH:9][CH:10]=2)[CH:5]=[C:4]([C:12]([OH:14])=O)[N:3]=1.[CH3:15][O:16][C:17]([C:19]1[C:27]2[O:26][C:25]([NH2:28])=[N:24][C:23]=2[CH:22]=[CH:21][CH:20]=1)=[O:18].CN(C(ON1N=NC2C=CC=CC1=2)=[N+](C)C)C.F[P-](F)(F)(F)(F)F.CCN(C(C)C)C(C)C. (2) The reactants are: [N:1]1([C:6]2[CH:7]=[C:8]3[C:17](=[CH:18][CH:19]=2)[N:16]([C:20]([O:22][C:23]([CH3:26])([CH3:25])[CH3:24])=[O:21])[C:15]2[C:14]([C:27]([F:30])([F:29])[F:28])=[CH:13][C:12](Br)=[CH:11][C:10]=2[S:9]3)[CH2:5][CH2:4][CH2:3][CH2:2]1.C1C=CC(P(C2C(C3C(P(C4C=CC=CC=4)C4C=CC=CC=4)=CC=C4C=3C=CC=C4)=C3C(C=CC=C3)=CC=2)C2C=CC=CC=2)=CC=1.C([O-])([O-])=O.[Cs+].[Cs+].[CH3:84][N:85]1[CH2:90][CH2:89][NH:88][CH2:87][CH2:86]1. Given the product [CH3:84][N:85]1[CH2:90][CH2:89][N:88]([C:12]2[CH:13]=[C:14]([C:27]([F:30])([F:29])[F:28])[C:15]3[N:16]([C:20]([O:22][C:23]([CH3:25])([CH3:24])[CH3:26])=[O:21])[C:17]4[C:8]([S:9][C:10]=3[CH:11]=2)=[CH:7][C:6]([N:1]2[CH2:5][CH2:4][CH2:3][CH2:2]2)=[CH:19][CH:18]=4)[CH2:87][CH2:86]1, predict the reactants needed to synthesize it.